This data is from Forward reaction prediction with 1.9M reactions from USPTO patents (1976-2016). The task is: Predict the product of the given reaction. Given the reactants [Br:1][C:2]1[C:3]([N:9]2[CH2:14][CH2:13][O:12][CH2:11][CH:10]2[C:15]([OH:17])=O)=[N:4][C:5]([Cl:8])=[N:6][CH:7]=1.C(Cl)CCl.C1C=CC2N(O)N=NC=2C=1.Cl.[Cl:33][C:34]1[CH:42]=[C:41]2[C:37]([CH2:38][CH2:39][CH:40]2[NH2:43])=[CH:36][CH:35]=1.C(N(CC)CC)C, predict the reaction product. The product is: [Br:1][C:2]1[C:3]([N:9]2[CH2:14][CH2:13][O:12][CH2:11][CH:10]2[C:15]([NH:43][CH:40]2[C:41]3[C:37](=[CH:36][CH:35]=[C:34]([Cl:33])[CH:42]=3)[CH2:38][CH2:39]2)=[O:17])=[N:4][C:5]([Cl:8])=[N:6][CH:7]=1.